Task: Regression. Given a peptide amino acid sequence and an MHC pseudo amino acid sequence, predict their binding affinity value. This is MHC class II binding data.. Dataset: Peptide-MHC class II binding affinity with 134,281 pairs from IEDB (1) The peptide sequence is QMATTLPVQRHPRSL. The MHC is DRB1_1201 with pseudo-sequence DRB1_1201. The binding affinity (normalized) is 0.0349. (2) The peptide sequence is DVCGMFTNRSGSQQWR. The MHC is HLA-DQA10401-DQB10402 with pseudo-sequence HLA-DQA10401-DQB10402. The binding affinity (normalized) is 0.0548.